This data is from Experimentally validated miRNA-target interactions with 360,000+ pairs, plus equal number of negative samples. The task is: Binary Classification. Given a miRNA mature sequence and a target amino acid sequence, predict their likelihood of interaction. (1) The miRNA is cel-miR-239a-5p with sequence UUUGUACUACACAUAGGUACUGG. The protein sequence of the target gene is MKSQGQHWYSSSDKNCKVSFREKLLIIDSNLGVQDVENLKFLCIGLVPNKKLEKSSSASDVFEHLLAEDLLSEEDPFFLAELLYIIRQKKLLQHLNCTKEEVERLLPTRQRVSLFRNLLYELSEGIDSENLKDMIFLLKDSLPKTEMTSLSFLAFLEKQGKIDEDNLTCLEDLCKTVVPKLLRNIEKYKREKAIQIVTPPVDKEAESYQGEEELVSQTDVKTFLEALPQESWQNKHAGSNGNRATNGAPSLVSRGMQGASANTLNSETSTKRAAVYRMNRNHRGLCVIVNNHSFTSLKDR.... Result: 0 (no interaction). (2) The miRNA is hsa-miR-4326 with sequence UGUUCCUCUGUCUCCCAGAC. The protein sequence of the target gene is MHLSAVFNALLVSVLAAVLWKHVRLREHAATLEEELALSRQATEPAPALRIDYPKALQILMEGGTHMVCTGRTHTDRICRFKWLCYSNEAEEFIFFHGNTSVMLPNLGSRRFQPALLDLSTVEDHNTQYFNFVELPAAALRFMPKPVFVPDVALIANRFNPDNLMHVFHDDLLPLFYTLRQFPGLAHEARLFFMEGWGEGAHFDLYKLLSPKQPLLRAQLKTLGRLLCFSHAFVGLSKITTWYQYGFVQPQGPKANILVSGNEIRQFARFMTEKLNVSHTGVPLGEEYILVFSRTQNRLI.... Result: 1 (interaction). (3) Result: 0 (no interaction). The protein sequence of the target gene is MAARCVRLARRSLPALALSFRPSPRLLCTATKQKNNGQNLEEDLGHCEPKTDPSSADKTLLEEKVKLEEQLKETMEKYKRALADTENLRQRSQKLVEEAKLYGIQGFCKDLLEVADILEKATQSVPKEEVSNNNPHLKSLYEGLVMTEVQIQKVFTKHGLLRLDPIGAKFDPYEHEALFHTPVEGKEPGTVALVSKVGYKLHGRTLRPALVGVVKDA. The miRNA is hsa-miR-598-5p with sequence GCGGUGAUCCCGAUGGUGUGAGC. (4) The miRNA is hsa-miR-484 with sequence UCAGGCUCAGUCCCCUCCCGAU. The protein sequence of the target gene is MAVLGVQLVVTLLTATLMHRLAPHCSFARWLLCNGSLFRYKHPSEEELRALAGKPRPRGRKERWANGLSEEKPLSVPRDAPFQLETCPLTTVDALVLRFFLEYQWFVDFAVYSGGVYLFTEAYYYMLGPAKETNIAVFWCLLTVTFSIKMFLTVTRLYFSAEEGGERSVCLTFAFLFLLLAMLVQVVREETLELGLEPGLASMTQNLEPLLKKQGWDWALPVAKLAIRVGLAVVGSVLGAFLTFPGLRLAQTHRDALTMSEDRPMLQFLLHTSFLSPLFILWLWTKPIARDFLHQPPFGE.... Result: 1 (interaction). (5) The miRNA is mmu-miR-343 with sequence UCUCCCUUCAUGUGCCCAGA. The protein sequence of the target gene is MRLLAGWLCLSLASVWLARRMWTLRSPLSRSLYVNMTSGPGGPAAAAGGGKDTHQWYVCNREKLCESLQSVFVQSYLDQGTQIFLNNSIEKSGWLFIQLYHSFVSSVFSLFMSRTSINGLLGRGSMFVFSPDQFQRLLRINPDWKTHRLLDLGAGDGEVTKIMSPHFEEIYATELSETMIWQLQKKKYRVLGINEWQNTGFQYDVISCLNLLDRCDQPLTLLKDIRSVLEPTQGRVILALVLPFHPYVENVGGKWEKPSEILEIKGQNWEEQVNSLPEVFRKAGFVVEAFTRLPYLCEGD.... Result: 1 (interaction). (6) The miRNA is hsa-miR-27a-3p with sequence UUCACAGUGGCUAAGUUCCGC. The protein sequence of the target gene is MGFVKVVKNKAYFKRYQVKFRRRREGKTDYYARKRLVIQDKNKYNTPKYRMIVRVTNRDIICQIAYARIEGDMIVCAAYAHELPKYGVKVGLTNYAAAYCTGLLLARRLLNRFGMDKIYEGQVEVTGDEYNVESIDGQPGAFTCYLDAGLARTTTGNKVFGALKGAVDGGLSIPHSTKRFPGYDSESKEFNAEVHRKHIMGQNVADYMRYLMEEDEDAYKKQFSQYIKNSVTPDMMEEMYKKAHAAIRENPVYEKKPKKEVKKKRWNRPKMSLAQKKDRVAQKKASFLRAQERAAES. Result: 0 (no interaction). (7) The miRNA is hsa-miR-6856-3p with sequence UACAGCCCUGUGAUCUUUCCAG. The protein sequence of the target gene is MTSTLDLDKGCTVEELLRGCIEAFDDSGKVRDPQLVRMFLMMHPWYIPSSQLASKLLHFYQQSRKDNSNSLQMKTCHLVRYWISAFPAEFDLNPELAEQIKELKALLDQEGNRRHSSLIDIESVPTYKWKRQVTQRNPVEQKKRKMSLLFDHLEPMELAEHLTYLEYRSFCKILFQDYHSFVTHGCTVDNPVLERFISLFNSVSQWVQLMILSKPTATQRALVITHFVHVAERLLQLQNFNTLMAVVGGLSHSSISRLKETHSHVSPDTIKLWEGLTELVTATGNYSNYRRRLAACVGFR.... Result: 0 (no interaction). (8) The miRNA is mmu-miR-3964 with sequence AUAAGGUAGAAAGCACUAAA. The protein sequence of the target gene is MEDQREALRKIITTLAMKNEETQTFIYSLKQMLLNVEANSAKVQEDLEAEFQSLTSVLEELKESMLMKIKQDRASRTYELQNQLAACTRALESSEELLETANQTLQASDSEDFSQAAKEIKDGITMAPAFRLSLKAKVSDNMSHLMVDFAQERQMLQALKFLPVPSAPTIDLAESLVSDNCVTLVWHMPDEDSKIDHYVLEYRKTNFEGPPRLKEDHPWMVVEGIRQTEHTLTGLKFDMKYMNIRVKACNKAVAGEFSEPVTLETPAFMFRLDGSTSHQNLRVEDLSAEWDAMGGKVQDI.... Result: 0 (no interaction). (9) The miRNA is hsa-miR-212-3p with sequence UAACAGUCUCCAGUCACGGCC. The protein sequence of the target gene is MAQPGPAPQPDVSLQQRVAELEKINAEFLRAQQQLEQEFNQKRAKFKELYLAKEEDLKRQNAVLQAAQDDLGHLRTQLWEAQAEMENIKAIATVSENTKQEAIDEVKRQWREEVASLQAIMKETVRDYEHQFHLRLEQERAQWAQYRESAEREIADLRRRLSEGQEEENLENEMKKAQEDAEKLRSVVMPMEKEIAALKDKLTEAEDKIKELEASKVKELNHYLEAEKSCRTDLEMYVAVLNTQKSVLQEDAEKLRKELHEVCHLLEQERQQHNQLKHTWQKANDQFLESQRLLMRDMQR.... Result: 0 (no interaction). (10) The miRNA is hsa-miR-3156-5p with sequence AAAGAUCUGGAAGUGGGAGACA. The protein sequence of the target gene is MAAPSEVAAAVLGEGDGGAFGSWLDGRLEALGVDRAVYAAYILGVLQEEEEEEKLDALQGILSAFLEEESLLDICKEIVERWSETRDVTTKVKKEDEVQAIATLIEKQAQIVVKPRVVSEEEKQRKAALLAQYADVTDEEDEADKKDDAGASTANVSSDRTLFRNTNVEDVLNARKLERDSLRDESQRKKEQDKLQREKDKLAKQERKEKEKKRTQKGERKR. Result: 0 (no interaction).